The task is: Predict the reaction yield, written as a fraction of the theoretical maximum amount of product (1.0 means a 100% yield; for example, 0.34 means a 34% yield).. This data is from Reaction yield outcomes from USPTO patents with 853,638 reactions. (1) The reactants are [CH3:1][N:2]([CH3:21])[C:3](=[O:20])[C:4]1[CH:9]=[CH:8][C:7](B2OC(C)(C)C(C)(C)O2)=[C:6]([CH3:19])[CH:5]=1.Br[C:23]1[N:28]=[C:27]([CH:29]=[O:30])[CH:26]=[CH:25][C:24]=1[O:31][CH2:32][CH2:33][O:34][Si:35]([C:38]([CH3:41])([CH3:40])[CH3:39])([CH3:37])[CH3:36].C(=O)([O-])[O-].[K+].[K+]. The catalyst is C1C=CC([P]([Pd]([P](C2C=CC=CC=2)(C2C=CC=CC=2)C2C=CC=CC=2)([P](C2C=CC=CC=2)(C2C=CC=CC=2)C2C=CC=CC=2)[P](C2C=CC=CC=2)(C2C=CC=CC=2)C2C=CC=CC=2)(C2C=CC=CC=2)C2C=CC=CC=2)=CC=1.O. The product is [Si:35]([O:34][CH2:33][CH2:32][O:31][C:24]1[C:23]([C:7]2[CH:8]=[CH:9][C:4]([C:3]([N:2]([CH3:1])[CH3:21])=[O:20])=[CH:5][C:6]=2[CH3:19])=[N:28][C:27]([CH:29]=[O:30])=[CH:26][CH:25]=1)([C:38]([CH3:41])([CH3:40])[CH3:39])([CH3:37])[CH3:36]. The yield is 0.930. (2) The reactants are [Cl:1][C:2]1[N:3]=[C:4]([C:9]([NH:11][C@H:12]2[CH2:17][CH2:16][N:15]([C:18]3[S:19][C:20]([C:26]([O:28][CH2:29][CH3:30])=[O:27])=[C:21]([C:23]([OH:25])=O)[N:22]=3)[CH2:14][C@H:13]2[O:31][CH2:32][CH3:33])=[O:10])[NH:5][C:6]=1[CH2:7][CH3:8].Cl.[F:35][CH2:36][CH2:37][NH2:38].CCN=C=NCCCN(C)C.Cl.ON1C2C=CC=CC=2N=N1. No catalyst specified. The product is [Cl:1][C:2]1[N:3]=[C:4]([C:9]([NH:11][C@H:12]2[CH2:17][CH2:16][N:15]([C:18]3[S:19][C:20]([C:26]([O:28][CH2:29][CH3:30])=[O:27])=[C:21]([C:23](=[O:25])[NH:38][CH2:37][CH2:36][F:35])[N:22]=3)[CH2:14][C@H:13]2[O:31][CH2:32][CH3:33])=[O:10])[NH:5][C:6]=1[CH2:7][CH3:8]. The yield is 0.790. (3) The reactants are Br[CH2:2][C:3]([C:5]1[CH:10]=[CH:9][C:8]([O:11][CH3:12])=[CH:7][C:6]=1[CH3:13])=O.[CH2:14]([N:16]1[CH2:21][CH2:20][CH2:19][CH2:18][CH2:17]1)[CH3:15].C(=O)([O-])[O-].[K+].[K+]. The catalyst is CC(C)=O. The product is [CH3:15][C:14]1[N:16]2[C:21]([CH:20]=[CH:19][CH:18]=[CH:17]2)=[CH:2][C:3]=1[C:5]1[CH:10]=[CH:9][C:8]([O:11][CH3:12])=[CH:7][C:6]=1[CH3:13]. The yield is 0.610. (4) The reactants are [Cl-].[Mg+2].[Cl-].[CH2:4]([O:6][C:7](=[O:12])[CH2:8][C:9]([O-:11])=O)[CH3:5].[K+].[CH3:14][O:15][C:16]([N:18]1[CH2:23][CH2:22][C@H:21](C(O)=O)[CH2:20][C@@H:19]1[CH2:27][C:28]1[CH:33]=[CH:32][C:31]([C:34]([F:37])([F:36])[F:35])=[CH:30][CH:29]=1)=[O:17]. The catalyst is CN1C2C(N=C(N)NC=2NCC1CNC1C=CC(C(NC(C(O)=O)CCC(O)=O)=O)=CC=1)=O. The product is [CH2:4]([O:6][C:7](=[O:12])[CH2:8][C:9]([C@H:21]1[CH2:22][CH2:23][N:18]([C:16]([O:15][CH3:14])=[O:17])[C@@H:19]([CH2:27][C:28]2[CH:29]=[CH:30][C:31]([C:34]([F:37])([F:36])[F:35])=[CH:32][CH:33]=2)[CH2:20]1)=[O:11])[CH3:5]. The yield is 0.880. (5) The reactants are [F:1][C:2]([F:20])([F:19])[C:3]1[CH:4]=[C:5]([C:9]2[CH:17]=[CH:16][CH:15]=[C:14]3[C:10]=2[CH2:11][C:12](=[O:18])[NH:13]3)[CH:6]=[CH:7][CH:8]=1.[N:21]1([CH2:26][CH2:27][CH2:28][NH:29][C:30]([C:32]2[C:36](C)=[C:35]([CH:38]=O)[NH:34][C:33]=2[CH3:40])=[O:31])[CH2:25][CH2:24][CH2:23][CH2:22]1. The catalyst is C(O)C.N1CCCCC1. The product is [N:21]1([CH2:26][CH2:27][CH2:28][NH:29][C:30]([C:32]2[CH:36]=[C:35]([CH3:38])[NH:34][C:33]=2[CH:40]=[C:11]2[C:10]3[C:14](=[CH:15][CH:16]=[CH:17][C:9]=3[C:5]3[CH:6]=[CH:7][CH:8]=[C:3]([C:2]([F:1])([F:19])[F:20])[CH:4]=3)[NH:13][C:12]2=[O:18])=[O:31])[CH2:25][CH2:24][CH2:23][CH2:22]1. The yield is 0.400. (6) The reactants are CC(OC(/N=N/C(OC(C)C)=O)=O)C.[NH2:15][C:16]1[C:25]([N+:26]([O-:28])=[O:27])=[C:24]2[C:19]([C:20]([CH3:32])([CH3:31])[C:21](=[O:30])[NH:22][C:23]2=[O:29])=[CH:18][CH:17]=1.[C:33]([O:37][C:38](=[O:56])[N:39]([CH2:52][CH2:53][CH2:54]O)[CH2:40][CH2:41][C:42]1[CH:47]=[CH:46][C:45]([O:48][CH3:49])=[C:44]([O:50][CH3:51])[CH:43]=1)([CH3:36])([CH3:35])[CH3:34].C1C=CC(P(C2C=CC=CC=2)C2C=CC=CC=2)=CC=1. The catalyst is C1COCC1. The product is [C:33]([O:37][C:38](=[O:56])[N:39]([CH2:52][CH2:53][CH2:54][N:22]1[C:21](=[O:30])[C:20]([CH3:32])([CH3:31])[C:19]2[C:24](=[C:25]([N+:26]([O-:28])=[O:27])[C:16]([NH2:15])=[CH:17][CH:18]=2)[C:23]1=[O:29])[CH2:40][CH2:41][C:42]1[CH:47]=[CH:46][C:45]([O:48][CH3:49])=[C:44]([O:50][CH3:51])[CH:43]=1)([CH3:35])([CH3:34])[CH3:36]. The yield is 0.920. (7) The reactants are [NH2:1][C:2]([C:4]1[CH:8]=[C:7]([C:9]([OH:11])=O)[N:6]([C:12]2[CH:17]=[CH:16][C:15]([F:18])=[C:14]([C:19]#[N:20])[CH:13]=2)[N:5]=1)=[O:3].[N:21]1[CH:26]=[CH:25][CH:24]=[CH:23][CH:22]=1.C(N=[C:31]=[N:32][CH:33]([CH3:35])[CH3:34])(C)C.Cl. The catalyst is CN(C=O)C. The product is [C:19]([C:14]1[CH:13]=[C:12]([N:6]2[C:7]([C:9]([N:21]3[C:23]4[C:24](=[CH:35][C:33]([N:32]5[CH2:31][CH2:9][CH2:7][CH2:8][CH2:4][C:2]5=[O:3])=[CH:34][CH:22]=4)[CH2:25][CH2:26]3)=[O:11])=[CH:8][C:4]([C:2]([NH2:1])=[O:3])=[N:5]2)[CH:17]=[CH:16][C:15]=1[F:18])#[N:20]. The yield is 0.490. (8) The reactants are Cl.[NH:2]1[CH2:7][CH2:6][CH2:5][C@H:4]([OH:8])[CH2:3]1.F[C:10]1[CH:15]=[CH:14][C:13]([N+:16]([O-:18])=[O:17])=[C:12]([O:19][CH3:20])[CH:11]=1.C(=O)([O-])[O-].[K+].[K+]. The catalyst is CS(C)=O.C(OCC)C.[Cl-].[Na+]. The product is [CH3:20][O:19][C:12]1[CH:11]=[C:10]([N:2]2[CH2:7][CH2:6][CH2:5][C@H:4]([OH:8])[CH2:3]2)[CH:15]=[CH:14][C:13]=1[N+:16]([O-:18])=[O:17]. The yield is 0.780.